Dataset: Reaction yield outcomes from USPTO patents with 853,638 reactions. Task: Predict the reaction yield, written as a fraction of the theoretical maximum amount of product (1.0 means a 100% yield; for example, 0.34 means a 34% yield). (1) The reactants are F[C:2](F)(F)C(O)=O.F[C:9](F)(F)[C:10]([O:12][C:13](=[O:18])[C:14](F)(F)F)=[O:11].[OH:21][C:22]1[CH:30]=[C:29](O)C=C[C:23]=1[C:24](O)=O.[F:32][C:33]([F:46])([F:45])[S:34](O[S:34]([C:33]([F:46])([F:45])[F:32])(=[O:36])=[O:35])(=[O:36])=[O:35]. The catalyst is O.N1C=CC=CC=1.CC(C)=O. The product is [F:32][C:33]([F:46])([F:45])[S:34]([O:21][C:22]1[CH:30]=[CH:29][C:9]2[C:10](=[O:11])[O:12][C:13]([CH3:2])([CH3:14])[O:18][C:24]=2[CH:23]=1)(=[O:36])=[O:35]. The yield is 0.400. (2) The reactants are Br[C:2]1[CH:3]=[C:4]([C:11]([O:13][CH3:14])=[O:12])[S:5][C:6]=1[C:7]([F:10])([F:9])[F:8].[CH3:15][N:16]1[C:20](B2OC(C)(C)C(C)(C)O2)=[CH:19][CH:18]=[N:17]1.C([O-])([O-])=O.[K+].[K+]. The catalyst is O1CCOCC1.O.C1C=CC([P]([Pd]([P](C2C=CC=CC=2)(C2C=CC=CC=2)C2C=CC=CC=2)([P](C2C=CC=CC=2)(C2C=CC=CC=2)C2C=CC=CC=2)[P](C2C=CC=CC=2)(C2C=CC=CC=2)C2C=CC=CC=2)(C2C=CC=CC=2)C2C=CC=CC=2)=CC=1. The product is [CH3:15][N:16]1[C:20]([C:2]2[CH:3]=[C:4]([C:11]([O:13][CH3:14])=[O:12])[S:5][C:6]=2[C:7]([F:10])([F:9])[F:8])=[CH:19][CH:18]=[N:17]1. The yield is 0.700. (3) The reactants are [Cl:1][C:2]1[N:7]=[CH:6][C:5]([CH2:8][N:9]2[CH2:13][CH2:12][NH:11][C:10]2=[CH:14][C:15](=[O:20])[C:16]([F:19])([F:18])[F:17])=[CH:4][CH:3]=1.N1C=CC=CC=1.[F:27][C:28]([F:39])([F:38])[C:29](O[C:29](=[O:30])[C:28]([F:39])([F:38])[F:27])=[O:30]. The catalyst is ClCCl. The product is [Cl:1][C:2]1[N:7]=[CH:6][C:5]([CH2:8][N:9]2[CH2:13][CH2:12][NH:11][C:10]2=[C:14]([C:29](=[O:30])[C:28]([F:39])([F:38])[F:27])[C:15](=[O:20])[C:16]([F:19])([F:18])[F:17])=[CH:4][CH:3]=1. The yield is 0.750. (4) The reactants are [F:1][C:2]1[CH:3]=[N:4][C:5]([NH:11][CH2:12][CH2:13][C:14]2[CH:19]=[CH:18][CH:17]=[CH:16][CH:15]=2)=[C:6]([CH:10]=1)[C:7]([OH:9])=O.[NH2:20][CH:21]1[CH2:26][CH2:25][CH:24]([NH:27][C:28]([C:30]2[N:31]=[C:32]3[CH:37]=[CH:36][C:35]([F:38])=[CH:34][N:33]3[CH:39]=2)=[O:29])[CH2:23][CH2:22]1. The catalyst is C(#N)C. The product is [F:38][C:35]1[CH:36]=[CH:37][C:32]2[N:33]([CH:39]=[C:30]([C:28]([NH:27][C@H:24]3[CH2:25][CH2:26][C@@H:21]([NH:20][C:7]([C:6]4[C:5]([NH:11][CH2:12][CH2:13][C:14]5[CH:19]=[CH:18][CH:17]=[CH:16][CH:15]=5)=[N:4][CH:3]=[C:2]([F:1])[CH:10]=4)=[O:9])[CH2:22][CH2:23]3)=[O:29])[N:31]=2)[CH:34]=1. The yield is 0.690. (5) The reactants are C(OC[N:9]1[CH:13]=[C:12]([C:14]2[CH:19]=[C:18]([O:20][C:21]3[CH:26]=[CH:25][C:24]([NH:27][C:28]([NH:30][C:31]4[N:35]([CH3:36])[N:34]=[C:33]([C:37]([CH3:40])([CH3:39])[CH3:38])[CH:32]=4)=[O:29])=[C:23]([F:41])[CH:22]=3)[CH:17]=[CH:16][N:15]=2)[N:11]=[N:10]1)(=O)C(C)(C)C.[OH-].[Na+]. The catalyst is CO. The product is [NH:9]1[CH:13]=[C:12]([C:14]2[CH:19]=[C:18]([O:20][C:21]3[CH:26]=[CH:25][C:24]([NH:27][C:28]([NH:30][C:31]4[N:35]([CH3:36])[N:34]=[C:33]([C:37]([CH3:39])([CH3:38])[CH3:40])[CH:32]=4)=[O:29])=[C:23]([F:41])[CH:22]=3)[CH:17]=[CH:16][N:15]=2)[N:11]=[N:10]1. The yield is 0.850. (6) The reactants are Br[C:2]1[CH:15]=[CH:14][C:5]([O:6][Si:7]([C:10]([CH3:13])([CH3:12])[CH3:11])([CH3:9])[CH3:8])=[CH:4][C:3]=1[CH:16]([CH3:18])[CH3:17].C([Li])(C)(C)C.CN([CH:27]=[O:28])C. The catalyst is CCCCC. The product is [C:10]([Si:7]([CH3:9])([CH3:8])[O:6][C:5]1[CH:14]=[CH:15][C:2]([CH:27]=[O:28])=[C:3]([CH:16]([CH3:18])[CH3:17])[CH:4]=1)([CH3:13])([CH3:12])[CH3:11]. The yield is 0.550. (7) The reactants are CCN(C(C)C)C(C)C.[C:10]1([C:16]2[S:17][C:18]([C:21]([OH:23])=O)=[CH:19][N:20]=2)[CH:15]=[CH:14][CH:13]=[CH:12][CH:11]=1.C1C=CC2N(O)N=NC=2C=1.CCN=C=NCCCN(C)C.Cl.[NH2:46][CH2:47][C:48]([N:50]1[CH2:55][CH2:54][N:53]([C:56](=[O:67])[C:57]2[CH:62]=[CH:61][CH:60]=[CH:59][C:58]=2[C:63]([F:66])([F:65])[F:64])[CH2:52][CH2:51]1)=[O:49]. The catalyst is CN(C=O)C.C(OCC)(=O)C.O. The product is [O:49]=[C:48]([N:50]1[CH2:51][CH2:52][N:53]([C:56](=[O:67])[C:57]2[CH:62]=[CH:61][CH:60]=[CH:59][C:58]=2[C:63]([F:66])([F:65])[F:64])[CH2:54][CH2:55]1)[CH2:47][NH:46][C:21]([C:18]1[S:17][C:16]([C:10]2[CH:11]=[CH:12][CH:13]=[CH:14][CH:15]=2)=[N:20][CH:19]=1)=[O:23]. The yield is 0.350. (8) The reactants are B(OC(C)C)(OC(C)C)OC(C)C.Br[C:15]1[CH:20]=[CH:19][C:18]([S:21]([N:24]2[CH2:29][CH2:28][N:27]([CH3:30])[CH2:26][CH2:25]2)(=[O:23])=[O:22])=[CH:17][CH:16]=1.C([Li])CCC.Cl.C(=O)([O-])[O-].[Na+].[Na+].[NH2:43][C:44]1[C:45]([C:51]([O:53][CH3:54])=[O:52])=[N:46][C:47](Br)=[CH:48][N:49]=1. The catalyst is O1CCCC1.C1C=CC(P(C2C=CC=CC=2)[C-]2C=CC=C2)=CC=1.C1C=CC(P(C2C=CC=CC=2)[C-]2C=CC=C2)=CC=1.Cl[Pd]Cl.[Fe+2]. The product is [NH2:43][C:44]1[C:45]([C:51]([O:53][CH3:54])=[O:52])=[N:46][C:47]([C:15]2[CH:20]=[CH:19][C:18]([S:21]([N:24]3[CH2:29][CH2:28][N:27]([CH3:30])[CH2:26][CH2:25]3)(=[O:23])=[O:22])=[CH:17][CH:16]=2)=[CH:48][N:49]=1. The yield is 0.690.